From a dataset of Full USPTO retrosynthesis dataset with 1.9M reactions from patents (1976-2016). Predict the reactants needed to synthesize the given product. (1) Given the product [Si:13]([O:8][C@H:3]1[CH2:4][CH2:5][C@H:6]([NH2:7])[CH2:1][CH2:2]1)([C:9]([CH3:12])([CH3:11])[CH3:10])([CH3:15])[CH3:14], predict the reactants needed to synthesize it. The reactants are: [CH2:1]1[CH:6]([NH2:7])[CH2:5][CH2:4][CH:3]([OH:8])[CH2:2]1.[C:9]([Si:13](Cl)([CH3:15])[CH3:14])([CH3:12])([CH3:11])[CH3:10].N1C=CN=C1. (2) Given the product [NH2:4][C:3]1[CH:5]=[CH:6][C:7]([C:10]#[N:11])=[CH:8][C:2]=1[F:1], predict the reactants needed to synthesize it. The reactants are: [F:1][C:2]1[CH:8]=[C:7](I)[CH:6]=[CH:5][C:3]=1[NH2:4].[C:10]([Cu])#[N:11]. (3) Given the product [CH3:3][O:4][C:5]([C:7]1[S:30][C:10]2[N:11]=[CH:12][N:13]=[C:14]([NH:15][C:16]3[CH:21]=[CH:20][C:19]([F:22])=[CH:18][C:17]=3[O:23][C@H:24]3[CH2:29][CH2:28][CH2:27][O:26][CH2:25]3)[C:9]=2[C:8]=1[CH3:31])=[O:6], predict the reactants needed to synthesize it. The reactants are: [OH-].[Li+].[CH3:3][O:4][C:5]([C:7]1[S:30][C:10]2[N:11]=[CH:12][N:13]=[C:14]([NH:15][C:16]3[CH:21]=[CH:20][C:19]([F:22])=[CH:18][C:17]=3[O:23][C@H:24]3[CH2:29][CH2:28][CH2:27][O:26][CH2:25]3)[C:9]=2[C:8]=1[CH3:31])=[O:6].[OH-].[Na+].